Task: Regression/Classification. Given a drug SMILES string, predict its toxicity properties. Task type varies by dataset: regression for continuous values (e.g., LD50, hERG inhibition percentage) or binary classification for toxic/non-toxic outcomes (e.g., AMES mutagenicity, cardiotoxicity, hepatotoxicity). Dataset: herg_karim.. Dataset: hERG potassium channel inhibition data for cardiac toxicity prediction from Karim et al. The drug is CC(C)NC[C@@H](O)COc1cccc2ccccc12. The result is 1 (blocker).